This data is from Peptide-MHC class I binding affinity with 185,985 pairs from IEDB/IMGT. The task is: Regression. Given a peptide amino acid sequence and an MHC pseudo amino acid sequence, predict their binding affinity value. This is MHC class I binding data. (1) The peptide sequence is LVFTRAICK. The MHC is HLA-B07:02 with pseudo-sequence HLA-B07:02. The binding affinity (normalized) is 0.0847. (2) The peptide sequence is KCFGNTAVAK. The MHC is HLA-A68:01 with pseudo-sequence HLA-A68:01. The binding affinity (normalized) is 0.0903.